Dataset: NCI-60 drug combinations with 297,098 pairs across 59 cell lines. Task: Regression. Given two drug SMILES strings and cell line genomic features, predict the synergy score measuring deviation from expected non-interaction effect. (1) Drug 1: CC1=C(C=C(C=C1)NC(=O)C2=CC=C(C=C2)CN3CCN(CC3)C)NC4=NC=CC(=N4)C5=CN=CC=C5. Drug 2: CC1C(C(CC(O1)OC2CC(CC3=C2C(=C4C(=C3O)C(=O)C5=C(C4=O)C(=CC=C5)OC)O)(C(=O)CO)O)N)O.Cl. Cell line: MDA-MB-435. Synergy scores: CSS=19.4, Synergy_ZIP=0.218, Synergy_Bliss=-0.180, Synergy_Loewe=-19.4, Synergy_HSA=-2.39. (2) Drug 1: C1=CC(=C(C=C1I)F)NC2=C(C=CC(=C2F)F)C(=O)NOCC(CO)O. Drug 2: CCC1=C2N=C(C=C(N2N=C1)NCC3=C[N+](=CC=C3)[O-])N4CCCCC4CCO. Cell line: NCIH23. Synergy scores: CSS=63.0, Synergy_ZIP=-1.09, Synergy_Bliss=-2.31, Synergy_Loewe=-0.804, Synergy_HSA=1.50.